The task is: Predict the reactants needed to synthesize the given product.. This data is from Full USPTO retrosynthesis dataset with 1.9M reactions from patents (1976-2016). (1) Given the product [C:15]1([CH2:21][N:22]2[CH2:23][CH2:24][N:25]([C:26]3[CH:31]=[CH:30][CH:29]=[CH:28][N:27]=3)[C:8](=[O:12])[CH2:9]2)[CH:16]=[CH:17][CH:18]=[CH:19][CH:20]=1, predict the reactants needed to synthesize it. The reactants are: C1(O)OC2O[CH:8]([OH:12])[CH:9](O)OC2OC1O.[C:15]1([CH2:21][NH:22][CH2:23][CH2:24][NH:25][C:26]2[CH:31]=[CH:30][CH:29]=[CH:28][N:27]=2)[CH:20]=[CH:19][CH:18]=[CH:17][CH:16]=1.[OH-].[Na+]. (2) Given the product [ClH:19].[ClH:19].[NH:21]1[C:25]2=[N:26][CH:27]=[CH:28][C:29]([O:30][C:31]3[CH:36]=[CH:35][C:34]([NH:37][C:2]4[N:18]=[CH:17][CH:16]=[CH:15][C:3]=4[C:4]([NH:6][CH2:7][C:8]4[CH:13]=[CH:12][C:11]([F:14])=[CH:10][CH:9]=4)=[O:5])=[CH:33][C:32]=3[F:54])=[C:24]2[CH:23]=[CH:22]1, predict the reactants needed to synthesize it. The reactants are: F[C:2]1[N:18]=[CH:17][CH:16]=[CH:15][C:3]=1[C:4]([NH:6][CH2:7][C:8]1[CH:13]=[CH:12][C:11]([F:14])=[CH:10][CH:9]=1)=[O:5].[ClH:19].Cl.[NH:21]1[C:25]2=[N:26][CH:27]=[CH:28][C:29]([O:30][C:31]3[CH:36]=[CH:35][C:34]([NH:37]C4N=CC=CC=4C(NC4C=CC=CC=4C)=O)=[CH:33][C:32]=3[F:54])=[C:24]2[CH:23]=[CH:22]1. (3) Given the product [CH3:43][C:40]1[CH:39]=[CH:38][C:37]([CH2:36][S:35][CH2:34][C@H:33]([NH:32][C:30]([O:29][C:25]([CH3:28])([CH3:27])[CH3:26])=[O:31])[C:44]([NH:11][CH2:10][CH2:9][CH2:8][CH2:7][C@H:6]([N:5]([S:15]([C:18]2[CH:23]=[CH:22][C:21]([CH3:24])=[CH:20][CH:19]=2)(=[O:17])=[O:16])[CH2:1][CH:2]([CH3:3])[CH3:4])[C:12]([OH:14])=[O:13])=[O:45])=[CH:42][CH:41]=1, predict the reactants needed to synthesize it. The reactants are: [CH2:1]([N:5]([S:15]([C:18]1[CH:23]=[CH:22][C:21]([CH3:24])=[CH:20][CH:19]=1)(=[O:17])=[O:16])[C@H:6]([C:12]([OH:14])=[O:13])[CH2:7][CH2:8][CH2:9][CH2:10][NH2:11])[CH:2]([CH3:4])[CH3:3].[C:25]([O:29][C:30]([NH:32][C@H:33]([C:44](O)=[O:45])[CH2:34][S:35][CH2:36][C:37]1[CH:42]=[CH:41][C:40]([CH3:43])=[CH:39][CH:38]=1)=[O:31])([CH3:28])([CH3:27])[CH3:26]. (4) Given the product [I:29][N:7]1[C:8](=[O:9])[CH2:2][C:3]2[CH:17]=[CH:16][CH:15]=[CH:14][C:4]=2[C:5]2[CH:13]=[CH:12][CH:11]=[CH:10][C:6]1=2, predict the reactants needed to synthesize it. The reactants are: C[CH:2]1[C:8](=[O:9])[NH:7][C:6]2[CH:10]=[CH:11][CH:12]=[CH:13][C:5]=2[C:4]2[CH:14]=[CH:15][CH:16]=[CH:17][C:3]1=2.CCN(CC)CC.[Si]([I:29])(C)(C)C.II.